This data is from Aqueous solubility values for 9,982 compounds from the AqSolDB database. The task is: Regression/Classification. Given a drug SMILES string, predict its absorption, distribution, metabolism, or excretion properties. Task type varies by dataset: regression for continuous measurements (e.g., permeability, clearance, half-life) or binary classification for categorical outcomes (e.g., BBB penetration, CYP inhibition). For this dataset (solubility_aqsoldb), we predict Y. (1) The Y is -1.60 log mol/L. The molecule is Cl/C=C/CCl. (2) The drug is O=C1C(Br)=CC(=NCl)C=C1Br. The Y is -3.71 log mol/L. (3) The compound is CC(=O)OC[C@@H](OC(C)=O)[C@@H](OC(C)=O)[C@H](OC(C)=O)[C@H](C=O)OC(C)=O. The Y is -2.42 log mol/L. (4) The drug is CCOCCOC(=O)/C=C/c1ccc(OC)cc1. The Y is -2.70 log mol/L. (5) The molecule is C=CCC1(CC=C)C(=O)NC(=O)NC1=O. The Y is -2.06 log mol/L. (6) The drug is CCC#CCC. The Y is -2.17 log mol/L. (7) The molecule is C#CCBr. The Y is -0.902 log mol/L. (8) The drug is CC(C)(c1ccccc1)c1ccc(O)cc1. The Y is -4.10 log mol/L. (9) The compound is FC(Cl)(Cl)C(F)(Cl)Cl. The Y is -3.23 log mol/L. (10) The molecule is O=C1C(Cl)=C(Cl)C(=O)c2ccccc21. The Y is -5.02 log mol/L.